From a dataset of Rat liver microsome stability data. Regression/Classification. Given a drug SMILES string, predict its absorption, distribution, metabolism, or excretion properties. Task type varies by dataset: regression for continuous measurements (e.g., permeability, clearance, half-life) or binary classification for categorical outcomes (e.g., BBB penetration, CYP inhibition). Dataset: rlm. (1) The compound is COc1ccc(-c2nc(C[S+]([O-])CC(=O)N3CCC4(CC3)OCCO4)c(C)o2)cc1. The result is 0 (unstable in rat liver microsomes). (2) The molecule is c1ccc(-c2cn[nH]c2)cc1. The result is 1 (stable in rat liver microsomes). (3) The compound is Cc1ccc(C#Cc2cccc(C(=O)N3CCN(c4ccccn4)CC3)c2)cc1. The result is 1 (stable in rat liver microsomes). (4) The compound is C=C[C@@H]1C[C@]1(NC(=O)[C@@H]1C[C@@](OC)(c2ccc(-c3ccccc3)nc2)CN1C(=O)[C@@H](NC(=O)OC1CCCC1)C(C)(C)C)C(=O)NS(=O)(=O)C1CC1. The result is 0 (unstable in rat liver microsomes). (5) The compound is Cc1ccc2c(NCc3ccc(NC(=O)c4ccc(F)cc4)cc3)nc(N3CCNCC3)nc2c1. The result is 1 (stable in rat liver microsomes). (6) The compound is O=S1(=O)CCC(COc2ccc3c(c2)CCC2(CCN(C4CCC4)CC2)O3)CC1. The result is 0 (unstable in rat liver microsomes). (7) The drug is COc1ccc2c(ccn2CCC(=O)Nc2ccc3c(c2)C(=O)N2CCC[C@H]2C(=O)N3)c1. The result is 1 (stable in rat liver microsomes).